This data is from NCI-60 drug combinations with 297,098 pairs across 59 cell lines. The task is: Regression. Given two drug SMILES strings and cell line genomic features, predict the synergy score measuring deviation from expected non-interaction effect. (1) Drug 1: CN1C(=O)N2C=NC(=C2N=N1)C(=O)N. Cell line: NCI-H460. Drug 2: CCC1=C2N=C(C=C(N2N=C1)NCC3=C[N+](=CC=C3)[O-])N4CCCCC4CCO. Synergy scores: CSS=77.3, Synergy_ZIP=1.48, Synergy_Bliss=2.44, Synergy_Loewe=-1.44, Synergy_HSA=4.05. (2) Drug 1: CCN(CC)CCNC(=O)C1=C(NC(=C1C)C=C2C3=C(C=CC(=C3)F)NC2=O)C. Drug 2: C1CN(CCN1C(=O)CCBr)C(=O)CCBr. Cell line: PC-3. Synergy scores: CSS=15.4, Synergy_ZIP=-4.05, Synergy_Bliss=2.98, Synergy_Loewe=2.12, Synergy_HSA=3.10.